Dataset: Reaction yield outcomes from USPTO patents with 853,638 reactions. Task: Predict the reaction yield, written as a fraction of the theoretical maximum amount of product (1.0 means a 100% yield; for example, 0.34 means a 34% yield). (1) The reactants are [NH2:1][C:2]1[CH:3]=[C:4](/[CH:24]=[C:25]2/[C:26]([NH:31][CH3:32])=[N:27][C:28](=[O:30])[S:29]/2)[CH:5]=[CH:6][C:7]=1[O:8][CH2:9][C:10]1[CH:15]=[CH:14][C:13]([C:16]([F:19])([F:18])[F:17])=[CH:12][C:11]=1[C:20]([F:23])([F:22])[F:21].C(N(CC)CC)C.[CH3:40][S:41](Cl)(=[O:43])=[O:42].[Cl-].[NH4+]. The catalyst is O1CCCC1. The product is [F:23][C:20]([F:21])([F:22])[C:11]1[CH:12]=[C:13]([C:16]([F:17])([F:18])[F:19])[CH:14]=[CH:15][C:10]=1[CH2:9][O:8][C:7]1[CH:6]=[CH:5][C:4](/[CH:24]=[C:25]2/[C:26]([NH:31][CH3:32])=[N:27][C:28](=[O:30])[S:29]/2)=[CH:3][C:2]=1[NH:1][S:41]([CH3:40])(=[O:43])=[O:42]. The yield is 0.150. (2) The reactants are [C:1]1([N:7]2[C:12](=[O:13])[C:11]3[S:14][CH:15]=[C:16]([C:17]4[CH:22]=[CH:21][CH:20]=[CH:19][CH:18]=4)[C:10]=3[N:9]=[CH:8]2)[CH:6]=[CH:5]C=[CH:3][CH:2]=1.NC1C(C2C=CC=CC=2)=CSC=1C(OC)=[O:36].C(OCC)(OCC)OCC.NC1CCOCC1. The catalyst is C(O)(=O)C. The product is [C:17]1([C:16]2[C:10]3[N:9]=[CH:8][N:7]([CH:1]4[CH2:6][CH2:5][O:36][CH2:3][CH2:2]4)[C:12](=[O:13])[C:11]=3[S:14][CH:15]=2)[CH:22]=[CH:21][CH:20]=[CH:19][CH:18]=1. The yield is 0.571.